This data is from Forward reaction prediction with 1.9M reactions from USPTO patents (1976-2016). The task is: Predict the product of the given reaction. (1) Given the reactants Br[C:2]1[CH:7]=CC=C[N:3]=1.[CH2:8]([Li])[CH2:9][CH2:10][CH3:11].C([C:15]1([C:28]2[CH:33]=[CH:32][C:31]([Cl:34])=[C:30]([Cl:35])[CH:29]=2)[CH2:20][CH2:19][N:18]([C:21]([O:23][C:24]([CH3:27])([CH3:26])[CH3:25])=[O:22])[CH2:17][CH2:16]1)#N.C1C[O:39]CC1, predict the reaction product. The product is: [Cl:35][C:30]1[CH:29]=[C:28]([C:15]2([C:20]([CH:19]3[CH2:11][CH2:10][CH2:9][CH2:8][N:18]3[C:21]([O:23][C:24]([CH3:26])([CH3:27])[CH3:25])=[O:22])=[O:39])[CH:16]=[CH:17][NH:3][CH:2]=[CH:7]2)[CH:33]=[CH:32][C:31]=1[Cl:34]. (2) Given the reactants [F:1][C:2]1[CH:7]=[CH:6][C:5]([CH2:8][CH:9]([C:13]2[CH:18]=[CH:17][CH:16]=[C:15]([S:19]([CH3:22])(=[O:21])=[O:20])[CH:14]=2)[C:10]([OH:12])=O)=[CH:4][CH:3]=1.[NH2:23][C:24]1[O:25][C:26]2[CH:32]=[CH:31][CH:30]=[CH:29][C:27]=2[N:28]=1.CCN=C=NCCCN(C)C.Cl, predict the reaction product. The product is: [O:25]1[C:26]2[CH:32]=[CH:31][CH:30]=[CH:29][C:27]=2[N:28]=[C:24]1[NH:23][C:10](=[O:12])[CH:9]([C:13]1[CH:18]=[CH:17][CH:16]=[C:15]([S:19]([CH3:22])(=[O:21])=[O:20])[CH:14]=1)[CH2:8][C:5]1[CH:4]=[CH:3][C:2]([F:1])=[CH:7][CH:6]=1. (3) Given the reactants [CH3:1][N:2]1[C:6]2=[CH:7][CH:8]=[C:9]3[C:14]([N:13]=[C:12]([C:15]4[CH:16]=[C:17]([CH:19]=[CH:20][CH:21]=4)[NH2:18])[N:11]=[C:10]3[N:22]3[CH2:27][CH2:26][O:25][CH2:24][CH2:23]3)=[C:5]2[CH:4]=[CH:3]1.ClC(Cl)(O[C:32](=[O:38])OC(Cl)(Cl)Cl)Cl.[NH2:40][C:41]1[CH:42]=[N:43][CH:44]=[CH:45][CH:46]=1, predict the reaction product. The product is: [CH3:1][N:2]1[C:6]2=[CH:7][CH:8]=[C:9]3[C:14]([N:13]=[C:12]([C:15]4[CH:16]=[C:17]([NH:18][C:32]([NH:40][C:41]5[CH:42]=[N:43][CH:44]=[CH:45][CH:46]=5)=[O:38])[CH:19]=[CH:20][CH:21]=4)[N:11]=[C:10]3[N:22]3[CH2:27][CH2:26][O:25][CH2:24][CH2:23]3)=[C:5]2[CH:4]=[CH:3]1. (4) Given the reactants [CH3:1][C:2]1[C:3]([CH2:15][O:16][C:17]2[CH:22]=[CH:21][C:20]([N:23]3[C:27]([CH3:28])=[C:26]([CH:29]=O)[C:25]([CH3:31])=[N:24]3)=[CH:19][C:18]=2[CH3:32])=[C:4]([N:8]2[C:12](=[O:13])[N:11]([CH3:14])[N:10]=[N:9]2)[CH:5]=[CH:6][CH:7]=1.Cl.[NH2:34][OH:35].N1C=CC=CC=1, predict the reaction product. The product is: [CH3:31][C:25]1[C:26]([CH:29]=[N:34][OH:35])=[C:27]([CH3:28])[N:23]([C:20]2[CH:21]=[CH:22][C:17]([O:16][CH2:15][C:3]3[C:4]([N:8]4[C:12](=[O:13])[N:11]([CH3:14])[N:10]=[N:9]4)=[CH:5][CH:6]=[CH:7][C:2]=3[CH3:1])=[C:18]([CH3:32])[CH:19]=2)[N:24]=1. (5) Given the reactants [CH3:1][C:2]1[N:7]=[C:6]([CH2:8][N:9]2C(=O)C3C(=CC=CC=3)C2=O)[CH:5]=[CH:4][CH:3]=1.O.NN, predict the reaction product. The product is: [CH3:1][C:2]1[N:7]=[C:6]([CH2:8][NH2:9])[CH:5]=[CH:4][CH:3]=1.